This data is from Catalyst prediction with 721,799 reactions and 888 catalyst types from USPTO. The task is: Predict which catalyst facilitates the given reaction. Reactant: [Cl:1][C:2]1[C:10]([Cl:11])=[C:9]2[C:5]([CH2:6][C:7]([CH:14]3[CH2:18][CH2:17][CH2:16][CH2:15]3)([CH3:13])[C:8]2=[O:12])=[CH:4][C:3]=1[OH:19].Br[CH2:21][C:22]1[CH:27]=[CH:26][C:25]([N:28]2[CH:32]=[N:31][CH:30]=[N:29]2)=[CH:24][CH:23]=1.C(=O)([O-])[O-].[Cs+].[Cs+]. Product: [Cl:1][C:2]1[C:10]([Cl:11])=[C:9]2[C:5]([CH2:6][C:7]([CH:14]3[CH2:18][CH2:17][CH2:16][CH2:15]3)([CH3:13])[C:8]2=[O:12])=[CH:4][C:3]=1[O:19][CH2:21][C:22]1[CH:23]=[CH:24][C:25]([N:28]2[CH:32]=[N:31][CH:30]=[N:29]2)=[CH:26][CH:27]=1. The catalyst class is: 21.